Dataset: Catalyst prediction with 721,799 reactions and 888 catalyst types from USPTO. Task: Predict which catalyst facilitates the given reaction. (1) Reactant: C[O:2][C:3]([C:5]1[C:13]([O:14][CH3:15])=[C:12]2[C:8]([CH:9]=[N:10][N:11]2[S:16](=[O:21])(=[O:20])[N:17]([CH3:19])[CH3:18])=[CH:7][CH:6]=1)=O.[BH4-].[Li+]. Product: [CH3:19][N:17]([CH3:18])[S:16]([N:11]1[C:12]2[C:8](=[CH:7][CH:6]=[C:5]([CH2:3][OH:2])[C:13]=2[O:14][CH3:15])[CH:9]=[N:10]1)(=[O:20])=[O:21]. The catalyst class is: 1. (2) The catalyst class is: 80. Reactant: [NH2:1][C:2]1[CH:10]=[C:9]([O:11][CH3:12])[CH:8]=[C:7]([O:13][CH3:14])[C:3]=1[C:4]([NH2:6])=[O:5].[Si]([O:22][CH2:23][CH2:24][O:25][C:26]1[C:27]([C:34]2[CH:44]=[CH:43][C:37]([C:38]([N:40]([CH3:42])[CH3:41])=[O:39])=[CH:36][C:35]=2[CH3:45])=[N:28][C:29]([CH:32]=O)=[CH:30][CH:31]=1)(C(C)(C)C)(C)C.C1(C)C=CC(S(O)(=O)=O)=CC=1.S([O-])(O)=O.[Na+]. Product: [CH3:14][O:13][C:7]1[CH:8]=[C:9]([O:11][CH3:12])[CH:10]=[C:2]2[C:3]=1[C:4](=[O:5])[NH:6][C:32]([C:29]1[N:28]=[C:27]([C:34]3[CH:44]=[CH:43][C:37]([C:38]([N:40]([CH3:42])[CH3:41])=[O:39])=[CH:36][C:35]=3[CH3:45])[C:26]([O:25][CH2:24][CH2:23][OH:22])=[CH:31][CH:30]=1)=[N:1]2.